This data is from Catalyst prediction with 721,799 reactions and 888 catalyst types from USPTO. The task is: Predict which catalyst facilitates the given reaction. (1) Reactant: I[C:2]1[CH:3]=[C:4]([CH:10]=[CH:11][C:12]=1[CH3:13])[C:5]([O:7][CH2:8][CH3:9])=[O:6].[C:14]([C:16]1[CH:17]=[CH:18][C:19]([NH:22][C:23](=[O:25])[CH3:24])=[N:20][CH:21]=1)#[CH:15]. Product: [C:23]([NH:22][C:19]1[N:20]=[CH:21][C:16]([C:14]#[C:15][C:2]2[CH:3]=[C:4]([CH:10]=[CH:11][C:12]=2[CH3:13])[C:5]([O:7][CH2:8][CH3:9])=[O:6])=[CH:17][CH:18]=1)(=[O:25])[CH3:24]. The catalyst class is: 441. (2) Reactant: [N:1]1([C:6]2[CH:11]=[C:10]([C:12]3[N:16]4[CH:17]=[C:18]([O:21][C@H:22]5[C:31]6[C:26](=[CH:27][CH:28]=[CH:29][CH:30]=6)[C@@H:25]([NH2:32])[CH2:24][CH2:23]5)[CH:19]=[CH:20][C:15]4=[N:14][N:13]=3)[CH:9]=[CH:8][N:7]=2)[CH2:5][CH2:4][CH2:3][CH2:2]1.ClC(Cl)(Cl)C[O:36][C:37](=[O:55])[NH:38][C:39]1[N:40]([C:48]2[CH:53]=[CH:52][C:51]([CH3:54])=[CH:50][CH:49]=2)[N:41]=[C:42]([C:44]([CH3:47])([CH3:46])[CH3:45])[CH:43]=1.CCN(C(C)C)C(C)C.C(O)=O. Product: [CH:37]([OH:55])=[O:36].[C:44]([C:42]1[CH:43]=[C:39]([NH:38][C:37]([NH:32][C@@H:25]2[C:26]3[C:31](=[CH:30][CH:29]=[CH:28][CH:27]=3)[C@H:22]([O:21][C:18]3[CH:19]=[CH:20][C:15]4[N:16]([C:12]([C:10]5[CH:9]=[CH:8][N:7]=[C:6]([N:1]6[CH2:5][CH2:4][CH2:3][CH2:2]6)[CH:11]=5)=[N:13][N:14]=4)[CH:17]=3)[CH2:23][CH2:24]2)=[O:36])[N:40]([C:48]2[CH:53]=[CH:52][C:51]([CH3:54])=[CH:50][CH:49]=2)[N:41]=1)([CH3:47])([CH3:45])[CH3:46]. The catalyst class is: 12.